Dataset: Forward reaction prediction with 1.9M reactions from USPTO patents (1976-2016). Task: Predict the product of the given reaction. Given the reactants [NH:1]1[C:9]2[C:4](=[CH:5][CH:6]=[CH:7][CH:8]=2)[CH:3]=[CH:2]1.C([Mg]Br)C.[CH2:14]([O:21][C:22]([N:24]1[CH2:28][CH2:27][CH2:26][C@H:25]1[C:29](Cl)=[O:30])=[O:23])[C:15]1[CH:20]=[CH:19][CH:18]=[CH:17][CH:16]=1, predict the reaction product. The product is: [CH2:14]([O:21][C:22]([N:24]1[CH2:28][CH2:27][CH2:26][C@H:25]1[C:29]([C:3]1[C:4]2[C:9](=[CH:8][CH:7]=[CH:6][CH:5]=2)[NH:1][CH:2]=1)=[O:30])=[O:23])[C:15]1[CH:20]=[CH:19][CH:18]=[CH:17][CH:16]=1.